This data is from Catalyst prediction with 721,799 reactions and 888 catalyst types from USPTO. The task is: Predict which catalyst facilitates the given reaction. (1) Reactant: C([O:3][C:4](=[O:24])[C:5]1[CH:10]=[C:9]([OH:11])[C:8]([Br:12])=[C:7]([O:13][CH2:14][CH2:15][C:16]2[CH:21]=[CH:20][C:19]([Cl:22])=[CH:18][C:17]=2[Cl:23])[CH:6]=1)C.[OH-].[Na+]. Product: [Br:12][C:8]1[C:9]([OH:11])=[CH:10][C:5]([C:4]([OH:24])=[O:3])=[CH:6][C:7]=1[O:13][CH2:14][CH2:15][C:16]1[CH:21]=[CH:20][C:19]([Cl:22])=[CH:18][C:17]=1[Cl:23]. The catalyst class is: 40. (2) Reactant: C[Al](C)C.[CH2:5]([CH2:7][NH2:8])[OH:6].C([O:11][C:12]([C:14]1[N:15]=[N:16][C:17]([NH:20][CH2:21][C:22]2[C:23]([C:28]3[CH:33]=[CH:32][C:31]([F:34])=[CH:30][CH:29]=3)=[N:24][O:25][C:26]=2[CH3:27])=[CH:18][CH:19]=1)=O)C.C(C(C(C([O-])=O)O)O)([O-])=O.[K+].[Na+]. Product: [OH:6][CH2:5][CH2:7][NH:8][C:12]([C:14]1[N:15]=[N:16][C:17]([NH:20][CH2:21][C:22]2[C:23]([C:28]3[CH:33]=[CH:32][C:31]([F:34])=[CH:30][CH:29]=3)=[N:24][O:25][C:26]=2[CH3:27])=[CH:18][CH:19]=1)=[O:11]. The catalyst class is: 12. (3) Reactant: Br[C:2]1[CH:3]=[C:4]([N:13]([C@H:16]2[CH2:21][CH2:20][C@H:19]([NH:22][C:23]([O:25][C:26]([CH3:29])([CH3:28])[CH3:27])=[O:24])[CH2:18][CH2:17]2)[CH2:14][CH3:15])[C:5]([CH3:12])=[C:6]([CH:11]=1)[C:7]([O:9][CH3:10])=[O:8].[OH:30][C:31]1[N:36]=[CH:35][C:34](B(O)O)=[CH:33][CH:32]=1.C([O-])([O-])=O.[Na+].[Na+]. Product: [C:26]([O:25][C:23]([NH:22][C@H:19]1[CH2:20][CH2:21][C@H:16]([N:13]([CH2:14][CH3:15])[C:4]2[C:5]([CH3:12])=[C:6]([CH:11]=[C:2]([C:34]3[CH:35]=[N:36][C:31]([OH:30])=[CH:32][CH:33]=3)[CH:3]=2)[C:7]([O:9][CH3:10])=[O:8])[CH2:17][CH2:18]1)=[O:24])([CH3:28])([CH3:29])[CH3:27]. The catalyst class is: 70. (4) Reactant: [C:1]([O:5][C:6](=[O:26])[NH:7][CH:8]([C:15]1[CH:20]=[CH:19][C:18]([O:21][C:22]([F:25])([F:24])[F:23])=[CH:17][CH:16]=1)[C:9](N(OC)C)=[O:10])([CH3:4])([CH3:3])[CH3:2].[CH2:27]([Mg]Br)[CH3:28].C(OCC)C.Cl. Product: [C:1]([O:5][C:6](=[O:26])[NH:7][CH:8]([C:15]1[CH:16]=[CH:17][C:18]([O:21][C:22]([F:25])([F:23])[F:24])=[CH:19][CH:20]=1)[C:9](=[O:10])[CH2:27][CH3:28])([CH3:3])([CH3:4])[CH3:2]. The catalyst class is: 7. (5) Product: [F:1][C:2]([F:14])([F:15])[C:3]1[CH:13]=[CH:12][C:6]([CH2:7][NH:8][CH2:9][CH3:10])=[CH:5][CH:4]=1. The catalyst class is: 1. Reactant: [F:1][C:2]([F:15])([F:14])[C:3]1[CH:13]=[CH:12][C:6]([CH2:7][NH:8][C:9](=O)[CH3:10])=[CH:5][CH:4]=1.B.CSC.Cl. (6) Reactant: [C:1]([O:5][C:6](=[O:23])[CH2:7][C@H:8]([NH:12][C:13]([O:15][CH2:16][C:17]1[CH:22]=[CH:21][CH:20]=[CH:19][CH:18]=1)=[O:14])[C:9]([OH:11])=O)([CH3:4])([CH3:3])[CH3:2].[B-](F)(F)(F)F.CCOC(C(C#N)=N[O:36][C:37]([N:41]([CH3:43])[CH3:42])=[N+](C)C)=O. Product: [CH2:1]([O:5][C:37]([N:41]1[CH2:42][CH2:13][N:12]([C:9](=[O:11])[C@@H:8]([NH:12][C:13]([O:15][CH2:16][C:17]2[CH:22]=[CH:21][CH:20]=[CH:19][CH:18]=2)=[O:14])[CH2:7][C:6]([O:5][C:1]([CH3:2])([CH3:3])[CH3:4])=[O:23])[CH2:8][CH2:43]1)=[O:36])[CH3:2]. The catalyst class is: 39. (7) Reactant: [NH2:1][C:2]1[CH:3]=[C:4]([CH:10]=[CH:11][CH:12]=1)[C:5]([O:7][CH2:8][CH3:9])=[O:6].[F:13][C:14]([F:27])([F:26])[S:15](O[S:15]([C:14]([F:27])([F:26])[F:13])(=[O:17])=[O:16])(=[O:17])=[O:16].C(N(CC)CC)C. Product: [F:13][C:14]([F:27])([F:26])[S:15]([NH:1][C:2]1[CH:3]=[C:4]([CH:10]=[CH:11][CH:12]=1)[C:5]([O:7][CH2:8][CH3:9])=[O:6])(=[O:17])=[O:16]. The catalyst class is: 4.